Dataset: Full USPTO retrosynthesis dataset with 1.9M reactions from patents (1976-2016). Task: Predict the reactants needed to synthesize the given product. (1) The reactants are: C[O:2][C:3]([C:5]1[N:6]([CH2:19][CH3:20])[N:7]=[C:8]([NH:10][CH2:11][C:12]2[CH:17]=[CH:16][C:15]([F:18])=[CH:14][CH:13]=2)[CH:9]=1)=O.[AlH4-].[Li+].O.O.O.O.O.O.O.O.O.O.S([O-])([O-])(=O)=O.[Na+].[Na+]. Given the product [CH2:19]([N:6]1[C:5]([CH:3]=[O:2])=[CH:9][C:8]([NH:10][CH2:11][C:12]2[CH:13]=[CH:14][C:15]([F:18])=[CH:16][CH:17]=2)=[N:7]1)[CH3:20], predict the reactants needed to synthesize it. (2) Given the product [P:4]([O-:8])([O-:7])([O-:6])=[O:5].[Ca+2:2].[Ca+2:2].[Ca+2:2].[P:4]([O-:8])([O-:7])([O-:6])=[O:5], predict the reactants needed to synthesize it. The reactants are: [OH-].[Ca+2:2].[OH-].[P:4](=[O:8])([OH:7])([OH:6])[OH:5]. (3) The reactants are: [O:1]=[C:2]1[C@H:8]([NH:9][C:10](=[O:16])OC(C)(C)C)[CH2:7][CH2:6][CH2:5][CH2:4][N:3]1[C:17]([NH:19][CH2:20][C:21]([F:24])([F:23])[F:22])=[O:18].C(O)(C(F)(F)F)=O.ClC(Cl)(OC(=O)OC(Cl)(Cl)Cl)Cl.C([O-])(O)=O.[Na+].[Cl:49][C:50]1[CH:59]=[C:58]2[C:53]([C:54]([N:61]3[CH2:66][CH2:65][NH:64][CH2:63][CH2:62]3)=[CH:55][C:56]([NH2:60])=[N:57]2)=[CH:52][CH:51]=1. Given the product [NH2:60][C:56]1[CH:55]=[C:54]([N:61]2[CH2:62][CH2:63][N:64]([C:10]([NH:9][C@H:8]3[CH2:7][CH2:6][CH2:5][CH2:4][N:3]([C:17]([NH:19][CH2:20][C:21]([F:22])([F:23])[F:24])=[O:18])[C:2]3=[O:1])=[O:16])[CH2:65][CH2:66]2)[C:53]2[C:58](=[CH:59][C:50]([Cl:49])=[CH:51][CH:52]=2)[N:57]=1, predict the reactants needed to synthesize it. (4) Given the product [ClH:1].[Cl:1][C:2]1[N:7]=[C:6]([S:8][CH3:9])[N:5]2[CH:12]=[CH:13][N:10]=[C:4]2[CH:3]=1, predict the reactants needed to synthesize it. The reactants are: [Cl:1][C:2]1[N:7]=[C:6]([S:8][CH3:9])[N:5]=[C:4]([NH2:10])[CH:3]=1.Cl[CH2:12][CH:13]=O. (5) The reactants are: [Cl:1][C:2]1[C:3](Cl)=[C:4]([C:16]([Cl:19])=[CH:17][N:18]=1)[C:5]([NH:7][C:8](=[NH:15])[C:9]1[CH:14]=[CH:13][N:12]=[CH:11][CH:10]=1)=[O:6].ClC1C(Cl)=C(C(Cl)=CN=1)C(O)=O.Cl.N1C=CC(C(=N)N)=CC=1.CN(C(ON1N=NC2C=CC=NC1=2)=[N+](C)C)C.F[P-](F)(F)(F)(F)F.CCN(C(C)C)C(C)C. Given the product [Cl:19][C:16]1[C:4]2[C:5](=[O:6])[NH:7][C:8]([C:9]3[CH:14]=[CH:13][N:12]=[CH:11][CH:10]=3)=[N:15][C:3]=2[C:2]([Cl:1])=[N:18][CH:17]=1, predict the reactants needed to synthesize it. (6) Given the product [CH3:20][NH:21][C:22]([C:24]1[CH:29]=[C:28]([C:2]2[CH:10]=[C:9]3[C:5]([CH:6]=[N:7][NH:8]3)=[C:4]([NH:11][C:12]([C:14]3[CH:19]=[CH:18][CH:17]=[CH:16][N:15]=3)=[O:13])[CH:3]=2)[CH:27]=[CH:26][CH:25]=1)=[O:23], predict the reactants needed to synthesize it. The reactants are: Br[C:2]1[CH:10]=[C:9]2[C:5]([CH:6]=[N:7][NH:8]2)=[C:4]([NH:11][C:12]([C:14]2[CH:19]=[CH:18][CH:17]=[CH:16][N:15]=2)=[O:13])[CH:3]=1.[CH3:20][NH:21][C:22]([C:24]1[CH:25]=[C:26](B(O)O)[CH:27]=[CH:28][CH:29]=1)=[O:23].C(=O)([O-])[O-].[Na+].[Na+]. (7) Given the product [C:1]([O:5][C:6]([N:8]1[C:16]2[C:11](=[CH:12][CH:13]=[C:14]([NH:17][C:25]3[CH:30]=[CH:29][CH:28]=[CH:27][CH:26]=3)[CH:15]=2)[C:10]([C:18]2[CH:23]=[CH:22][CH:21]=[CH:20][CH:19]=2)=[N:9]1)=[O:7])([CH3:4])([CH3:2])[CH3:3], predict the reactants needed to synthesize it. The reactants are: [C:1]([O:5][C:6]([N:8]1[C:16]2[C:11](=[CH:12][CH:13]=[C:14]([NH2:17])[CH:15]=2)[C:10]([C:18]2[CH:23]=[CH:22][CH:21]=[CH:20][CH:19]=2)=[N:9]1)=[O:7])([CH3:4])([CH3:3])[CH3:2].Br[C:25]1[CH:30]=[CH:29][CH:28]=[CH:27][CH:26]=1. (8) Given the product [Cl:15][C:16]1[CH:17]=[CH:18][C:19]([CH:22]([C:24]2[CH:29]=[CH:28][CH:27]=[CH:26][C:25]=2[F:30])[O:1][C:2]2[CH:11]=[CH:10][C:9]([N+:12]([O-:14])=[O:13])=[CH:8][C:3]=2[C:4]([O:6][CH3:7])=[O:5])=[CH:20][CH:21]=1, predict the reactants needed to synthesize it. The reactants are: [OH:1][C:2]1[CH:11]=[CH:10][C:9]([N+:12]([O-:14])=[O:13])=[CH:8][C:3]=1[C:4]([O:6][CH3:7])=[O:5].[Cl:15][C:16]1[CH:21]=[CH:20][C:19]([CH:22]([C:24]2[CH:29]=[CH:28][CH:27]=[CH:26][C:25]=2[F:30])O)=[CH:18][CH:17]=1.C1(C)C=CC=CC=1.C1(P(C2C=CC=CC=2)C2C=CC=CC=2)C=CC=CC=1. (9) Given the product [CH2:4]([NH:11][C:15]1[CH:23]=[C:22]([O:24][C:25]2[CH:30]=[CH:29][CH:28]=[CH:27][CH:26]=2)[CH:21]=[CH:20][C:16]=1[C:17]([OH:19])=[O:18])[C:5]1[CH:6]=[CH:7][CH:8]=[CH:9][CH:10]=1, predict the reactants needed to synthesize it. The reactants are: O.NN.[CH2:4]([N:11]([C:15]1[CH:23]=[C:22]([O:24][C:25]2[CH:30]=[CH:29][CH:28]=[CH:27][CH:26]=2)[CH:21]=[CH:20][C:16]=1[C:17]([OH:19])=[O:18])C(=O)C)[C:5]1[CH:10]=[CH:9][CH:8]=[CH:7][CH:6]=1.C(O)(=O)C.[Cl-].[Na+]. (10) Given the product [NH2:8][C:9]1[CH:10]=[CH:11][C:12]([N:15]2[CH2:20][CH2:19][C:18]3=[C:21]([C:24]([NH2:26])=[O:25])[NH:22][N:23]=[C:17]3[CH2:16]2)=[N:13][CH:14]=1, predict the reactants needed to synthesize it. The reactants are: C(OC([NH:8][C:9]1[CH:10]=[CH:11][C:12]([N:15]2[CH2:20][CH2:19][C:18]3=[C:21]([C:24]([NH2:26])=[O:25])[NH:22][N:23]=[C:17]3[CH2:16]2)=[N:13][CH:14]=1)=O)(C)(C)C.FC(F)(F)C(O)=O.